This data is from NCI-60 drug combinations with 297,098 pairs across 59 cell lines. The task is: Regression. Given two drug SMILES strings and cell line genomic features, predict the synergy score measuring deviation from expected non-interaction effect. (1) Drug 1: C1=C(C(=O)NC(=O)N1)N(CCCl)CCCl. Drug 2: C1C(C(OC1N2C=NC(=NC2=O)N)CO)O. Cell line: BT-549. Synergy scores: CSS=34.9, Synergy_ZIP=-3.38, Synergy_Bliss=1.10, Synergy_Loewe=1.13, Synergy_HSA=4.62. (2) Drug 2: C1=CC=C(C(=C1)C(C2=CC=C(C=C2)Cl)C(Cl)Cl)Cl. Cell line: OVCAR-4. Drug 1: CC1=C(C=C(C=C1)NC2=NC=CC(=N2)N(C)C3=CC4=NN(C(=C4C=C3)C)C)S(=O)(=O)N.Cl. Synergy scores: CSS=2.91, Synergy_ZIP=-1.49, Synergy_Bliss=-2.04, Synergy_Loewe=-1.40, Synergy_HSA=-1.25.